From a dataset of Full USPTO retrosynthesis dataset with 1.9M reactions from patents (1976-2016). Predict the reactants needed to synthesize the given product. (1) The reactants are: [OH:1][CH2:2][C@@H:3]([NH:10][C:11](=[O:16])[CH2:12][CH2:13][CH:14]=[CH2:15])[C:4]1[CH:9]=[CH:8][CH:7]=[CH:6][CH:5]=1.[CH3:17][C@H:18]([CH2:22][CH:23]=[CH2:24])[C:19](O)=[O:20]. Given the product [CH3:17][C@@H:18]([CH2:22][CH:23]=[CH2:24])[C:19]([O:1][CH2:2][C@H:3]([NH:10][C:11](=[O:16])[CH2:12][CH2:13][CH:14]=[CH2:15])[C:4]1[CH:9]=[CH:8][CH:7]=[CH:6][CH:5]=1)=[O:20], predict the reactants needed to synthesize it. (2) Given the product [O:9]1[CH:13]=[CH:12][CH:11]=[C:10]1[C:14]([NH:15][C:16]1([C:17]([NH:1][C@H:2]([C:6]([OH:8])=[O:7])[CH:3]([CH3:5])[CH3:4])=[O:19])[CH2:24][CH2:23][CH2:22][CH2:21][CH2:20]1)=[O:18], predict the reactants needed to synthesize it. The reactants are: [NH2:1][C@H:2]([C:6]([OH:8])=[O:7])[CH:3]([CH3:5])[CH3:4].[O:9]1[CH:13]=[CH:12][CH:11]=[C:10]1[C:14]1[O:18][C:17](=[O:19])[C:16]2([CH2:24][CH2:23][CH2:22][CH2:21][CH2:20]2)[N:15]=1. (3) Given the product [F:1][C:2]1[CH:3]=[C:4]([NH:18][C:30]([NH:29][C:27](=[O:28])[CH2:26][C:23]2[CH:24]=[CH:25][C:20]([F:19])=[CH:21][CH:22]=2)=[O:31])[CH:5]=[CH:6][C:7]=1[O:8][C:9]1[CH:14]=[CH:13][N:12]=[CH:11][C:10]=1[N+:15]([O-:17])=[O:16], predict the reactants needed to synthesize it. The reactants are: [F:1][C:2]1[CH:3]=[C:4]([NH2:18])[CH:5]=[CH:6][C:7]=1[O:8][C:9]1[CH:14]=[CH:13][N:12]=[CH:11][C:10]=1[N+:15]([O-:17])=[O:16].[F:19][C:20]1[CH:25]=[CH:24][C:23]([CH2:26][C:27]([N:29]=[C:30]=[O:31])=[O:28])=[CH:22][CH:21]=1.COC1C=CC(CNC2N=CN=C(OC3C=CC(NC(NC(=O)CC4C=CC(F)=CC=4)=O)=CC=3F)C=2)=CC=1. (4) Given the product [CH2:36]([N:27]([CH2:24][CH2:25][CH3:26])[C:28](=[O:29])[CH2:30][CH2:31][CH2:32][C:33]([O:23][C@@:9]1([C:14]#[C:15][C:16]2[CH:17]=[C:18]([CH3:22])[CH:19]=[CH:20][CH:21]=2)[CH2:10][CH2:11][CH2:12][C@@H:13]2[C@H:8]1[CH2:7][CH2:6][N:5]2[C:3]([O:2][CH3:1])=[O:4])=[O:34])[CH2:37][CH3:38], predict the reactants needed to synthesize it. The reactants are: [CH3:1][O:2][C:3]([N:5]1[C@@H:13]2[C@@H:8]([C@@:9]([OH:23])([C:14]#[C:15][C:16]3[CH:17]=[C:18]([CH3:22])[CH:19]=[CH:20][CH:21]=3)[CH2:10][CH2:11][CH2:12]2)[CH2:7][CH2:6]1)=[O:4].[CH2:24]([N:27]([CH2:36][CH2:37][CH3:38])[C:28]([CH2:30][CH2:31][CH2:32][C:33](O)=[O:34])=[O:29])[CH2:25][CH3:26]. (5) Given the product [CH3:1][C:2]1[CH:3]=[C:4]([O:21][C:27]2[CH:28]=[CH:23][CH:24]=[C:25]([S:29]([CH:32]([CH3:34])[CH3:33])(=[O:30])=[O:31])[CH:26]=2)[CH:5]=[CH:6][C:7]=1[N:8]1[C:12]2[CH:13]=[CH:14][CH:15]=[C:16]([C:17]([F:20])([F:19])[F:18])[C:11]=2[N:10]=[CH:9]1, predict the reactants needed to synthesize it. The reactants are: [CH3:1][C:2]1[CH:3]=[C:4]([OH:21])[CH:5]=[CH:6][C:7]=1[N:8]1[C:12]2[CH:13]=[CH:14][CH:15]=[C:16]([C:17]([F:20])([F:19])[F:18])[C:11]=2[N:10]=[CH:9]1.Br[C:23]1[CH:28]=[CH:27][CH:26]=[C:25]([S:29]([CH:32]([CH3:34])[CH3:33])(=[O:31])=[O:30])[CH:24]=1. (6) Given the product [CH3:1][C:2]1[C:10]2[C:9]([CH2:11][N:12]3[C:16]4[CH:17]=[CH:18][CH:19]=[CH:20][C:15]=4[N:14]([CH2:23][CH2:22][S:24]([NH2:27])(=[O:26])=[O:25])[C:13]3=[O:21])=[CH:8][S:7][C:6]=2[CH:5]=[CH:4][CH:3]=1, predict the reactants needed to synthesize it. The reactants are: [CH3:1][C:2]1[C:10]2[C:9]([CH2:11][N:12]3[C:16]4[CH:17]=[CH:18][CH:19]=[CH:20][C:15]=4[NH:14][C:13]3=[O:21])=[CH:8][S:7][C:6]=2[CH:5]=[CH:4][CH:3]=1.[CH:22]([S:24]([NH2:27])(=[O:26])=[O:25])=[CH2:23].[OH-].[Na+].[NH4+].[Cl-].